Dataset: Forward reaction prediction with 1.9M reactions from USPTO patents (1976-2016). Task: Predict the product of the given reaction. (1) Given the reactants [CH3:1][O:2][C:3]([C@@H:5]1[CH2:7][C@H:6]1[C:8](O)=[O:9])=[O:4].B(OC)(OC)OC.[Cl-].[Na+], predict the reaction product. The product is: [CH3:1][O:2][C:3]([C@@H:5]1[CH2:7][C@H:6]1[CH2:8][OH:9])=[O:4]. (2) Given the reactants [N:1]1[CH:6]=[CH:5][CH:4]=[CH:3][C:2]=1[C:7]#[C:8][C:9]1[CH:10]=[CH:11][C:12]([N:15]2[CH2:20][CH2:19][N:18](C(OC(C)(C)C)=O)[CH2:17][CH2:16]2)=[N:13][CH:14]=1.FC(F)(F)C(O)=O.C(N(CC)CC)C.[CH3:42][S:43](Cl)(=[O:45])=[O:44], predict the reaction product. The product is: [CH3:42][S:43]([N:18]1[CH2:19][CH2:20][N:15]([C:12]2[CH:11]=[CH:10][C:9]([C:8]#[C:7][C:2]3[CH:3]=[CH:4][CH:5]=[CH:6][N:1]=3)=[CH:14][N:13]=2)[CH2:16][CH2:17]1)(=[O:45])=[O:44]. (3) Given the reactants [CH3:1][O:2][C:3](=[O:23])[C:4]1[CH:9]=[CH:8][C:7]([O:10][CH2:11][CH2:12][CH2:13][CH:14]2[CH2:19][CH2:18][N:17]([C:20]#[N:21])[CH2:16][CH2:15]2)=[CH:6][C:5]=1[CH3:22].[OH:24][NH:25][C:26](=N)[CH2:27][O:28][CH3:29], predict the reaction product. The product is: [CH3:1][O:2][C:3](=[O:23])[C:4]1[CH:9]=[CH:8][C:7]([O:10][CH2:11][CH2:12][CH2:13][CH:14]2[CH2:15][CH2:16][N:17]([C:20]3[O:24][N:25]=[C:26]([CH2:27][O:28][CH3:29])[N:21]=3)[CH2:18][CH2:19]2)=[CH:6][C:5]=1[CH3:22]. (4) Given the reactants [Cl:1][C:2]1[C:3]2[C:17]([C:18]#[C:19][CH2:20]O)=[CH:16][N:15]([CH2:22][C:23]3[C:28]([CH3:29])=[C:27]([O:30][CH3:31])[C:26]([CH3:32])=[CH:25][N:24]=3)[C:4]=2[N:5]=[C:6]([NH:8][C:9](=[O:14])[C:10]([CH3:13])([CH3:12])[CH3:11])[N:7]=1.CS(Cl)(=O)=O.S([O-])(=O)(=O)C.[CH:43]([NH:46][CH:47]([CH3:49])[CH3:48])([CH3:45])[CH3:44], predict the reaction product. The product is: [Cl:1][C:2]1[C:3]2[C:17]([C:18]#[C:19][CH2:20][N:46]([CH:47]([CH3:49])[CH3:48])[CH:43]([CH3:45])[CH3:44])=[CH:16][N:15]([CH2:22][C:23]3[C:28]([CH3:29])=[C:27]([O:30][CH3:31])[C:26]([CH3:32])=[CH:25][N:24]=3)[C:4]=2[N:5]=[C:6]([NH:8][C:9](=[O:14])[C:10]([CH3:13])([CH3:12])[CH3:11])[N:7]=1. (5) Given the reactants [F:1][CH:2]([F:13])[O:3][C:4]1[CH:9]=[CH:8][CH:7]=[CH:6][C:5]=1[CH2:10][C:11]#N.Cl[Si](C)(C)C.C(=O)([O-])[O-:20].[K+].[K+].O.[CH2:26]([OH:28])[CH3:27], predict the reaction product. The product is: [F:1][CH:2]([F:13])[O:3][C:4]1[CH:9]=[CH:8][CH:7]=[CH:6][C:5]=1[CH2:10][C:11]([O:28][CH2:26][CH3:27])=[O:20]. (6) Given the reactants [CH3:1][O:2][C:3](=[O:27])[CH2:4][C@H:5]1[C:9]2[CH:10]=[CH:11][C:12]([O:14][C@H:15]3[C:23]4[C:18](=[C:19](Br)[C:20]([C:24]#[N:25])=[CH:21][CH:22]=4)[CH2:17][CH2:16]3)=[CH:13][C:8]=2[O:7][CH2:6]1.[Cl-].[CH3:29][O:30][C:31]1[CH:32]=[C:33]([CH:36]=[CH:37][CH:38]=1)[CH2:34][Zn+], predict the reaction product. The product is: [CH3:1][O:2][C:3](=[O:27])[CH2:4][C@H:5]1[C:9]2[CH:10]=[CH:11][C:12]([O:14][C@H:15]3[C:23]4[C:18](=[C:19]([CH2:34][C:33]5[CH:36]=[CH:37][CH:38]=[C:31]([O:30][CH3:29])[CH:32]=5)[C:20]([C:24]#[N:25])=[CH:21][CH:22]=4)[CH2:17][CH2:16]3)=[CH:13][C:8]=2[O:7][CH2:6]1. (7) Given the reactants Br[C:2]1[CH:3]=[C:4]2[C:8](=[C:9]([C:11]([NH2:13])=[O:12])[CH:10]=1)[NH:7][CH:6]=[C:5]2[CH2:14][CH:15]1[CH2:19][CH2:18][S:17](=[O:21])(=[O:20])[CH2:16]1.[S:22]1[CH:26]=[CH:25][CH:24]=[C:23]1B(O)O.C(=O)([O-])[O-].[K+].[K+], predict the reaction product. The product is: [O:20]=[S:17]1(=[O:21])[CH2:18][CH2:19][CH:15]([CH2:14][C:5]2[C:4]3[C:8](=[C:9]([C:11]([NH2:13])=[O:12])[CH:10]=[C:2]([C:24]4[CH:25]=[CH:26][S:22][CH:23]=4)[CH:3]=3)[NH:7][CH:6]=2)[CH2:16]1.